Dataset: Full USPTO retrosynthesis dataset with 1.9M reactions from patents (1976-2016). Task: Predict the reactants needed to synthesize the given product. (1) Given the product [CH3:14][O:13][N:12]([CH3:11])[C:7]([CH:1]1[CH2:6][CH2:5][CH2:4][CH2:3][CH2:2]1)=[O:9], predict the reactants needed to synthesize it. The reactants are: [CH:1]1([C:7]([OH:9])=O)[CH2:6][CH2:5][CH2:4][CH2:3][CH2:2]1.Cl.[CH3:11][NH:12][O:13][CH3:14].Cl.C(N=C=NCCCN(C)C)C.C(N(CC)C(C)C)(C)C. (2) Given the product [N:35]1([C:12](=[O:13])[C@@H:11]([NH:15][S:16]([C:19]2[CH:24]=[C:23]([F:25])[CH:22]=[C:21]([N:26]3[CH2:31][CH2:30][O:29][CH2:28][C:27]3=[O:32])[C:20]=2[O:33][CH3:34])(=[O:18])=[O:17])[CH2:10][NH:9][C:7]([C:5]2[S:6][C:2]([Cl:1])=[CH:3][CH:4]=2)=[O:8])[CH2:41][CH2:40][CH2:39][CH2:38][CH2:37][CH2:36]1, predict the reactants needed to synthesize it. The reactants are: [Cl:1][C:2]1[S:6][C:5]([C:7]([NH:9][CH2:10][C@H:11]([NH:15][S:16]([C:19]2[CH:24]=[C:23]([F:25])[CH:22]=[C:21]([N:26]3[CH2:31][CH2:30][O:29][CH2:28][C:27]3=[O:32])[C:20]=2[O:33][CH3:34])(=[O:18])=[O:17])[C:12](O)=[O:13])=[O:8])=[CH:4][CH:3]=1.[NH:35]1[CH2:41][CH2:40][CH2:39][CH2:38][CH2:37][CH2:36]1. (3) Given the product [Br:1][C:2]1[CH:3]=[C:4]([CH:13]=[C:14]([CH2:16][Br:17])[CH:15]=1)[O:5][Si:6]([C:9]([CH3:11])([CH3:12])[CH3:10])([CH3:7])[CH3:8], predict the reactants needed to synthesize it. The reactants are: [Br:1][C:2]1[CH:3]=[C:4]([CH:13]=[C:14]([CH3:16])[CH:15]=1)[O:5][Si:6]([C:9]([CH3:12])([CH3:11])[CH3:10])([CH3:8])[CH3:7].[Br:17]N1C(=O)CCC1=O.C(OOC(=O)C1C=CC=CC=1)(=O)C1C=CC=CC=1. (4) Given the product [F:1][C:2]1[CH:3]=[CH:4][C:5]2[N:6]([C:8]([C:11]3[N:16]=[C:15]([NH:17][C@@H:18]4[CH2:23][CH2:22][CH2:21][N:20]([C:25]([CH3:31])([CH3:32])[C:26]([O:28][N:6]5[C:5](=[O:39])[CH2:4][CH2:3][C:33]5=[O:36])=[O:27])[CH2:19]4)[CH:14]=[CH:13][N:12]=3)=[CH:9][N:10]=2)[CH:7]=1, predict the reactants needed to synthesize it. The reactants are: [F:1][C:2]1[CH:3]=[CH:4][C:5]2[N:6]([C:8]([C:11]3[N:16]=[C:15]([NH:17][C@@H:18]4[CH2:23][CH2:22][CH2:21][NH:20][CH2:19]4)[CH:14]=[CH:13][N:12]=3)=[CH:9][N:10]=2)[CH:7]=1.Br[C:25]([CH3:32])([CH3:31])[C:26]([O:28]CC)=[O:27].[C:33](=[O:36])([O-])[O-].[K+].[K+].[OH2:39]. (5) Given the product [O:18]1[C:22]2[CH:23]=[CH:24][CH:25]=[CH:26][C:21]=2[CH:20]=[C:19]1[CH:27]([C:2]1[CH:7]=[CH:6][CH:5]=[CH:4][C:3]=1[O:8][C:9]([F:12])([F:11])[F:10])[NH:28][S:29]([C:32]1[CH:42]=[CH:41][C:35]2[O:36][CH2:37][CH2:38][CH2:39][O:40][C:34]=2[CH:33]=1)(=[O:30])=[O:31], predict the reactants needed to synthesize it. The reactants are: Br[C:2]1[CH:7]=[CH:6][CH:5]=[CH:4][C:3]=1[O:8][C:9]([F:12])([F:11])[F:10].C([Li])CCC.[O:18]1[C:22]2[CH:23]=[CH:24][CH:25]=[CH:26][C:21]=2[CH:20]=[C:19]1[CH:27]=[N:28][S:29]([C:32]1[CH:42]=[CH:41][C:35]2[O:36][CH2:37][CH2:38][CH2:39][O:40][C:34]=2[CH:33]=1)(=[O:31])=[O:30].